This data is from Forward reaction prediction with 1.9M reactions from USPTO patents (1976-2016). The task is: Predict the product of the given reaction. (1) The product is: [Cl:8][C:6]1[N:5]=[CH:4][N:3]=[C:2]([NH:25][CH2:24][C:19]2[CH:20]=[CH:21][CH:22]=[CH:23][N:18]=2)[CH:7]=1. Given the reactants Cl[C:2]1[CH:7]=[C:6]([Cl:8])[N:5]=[CH:4][N:3]=1.CCN(C(C)C)C(C)C.[N:18]1[CH:23]=[CH:22][CH:21]=[CH:20][C:19]=1[CH2:24][NH2:25].O, predict the reaction product. (2) Given the reactants [F:1][CH:2]([F:15])[C@H:3]1[CH2:8][N:7](S(C)(=O)=O)[CH2:6][C@@H:5]([OH:13])[C@@H:4]1[OH:14].CS([Cl:20])(=O)=O, predict the reaction product. The product is: [ClH:20].[F:15][CH:2]([F:1])[C@H:3]1[CH2:8][NH:7][CH2:6][C@@H:5]([OH:13])[C@@H:4]1[OH:14].